The task is: Predict the reaction yield, written as a fraction of the theoretical maximum amount of product (1.0 means a 100% yield; for example, 0.34 means a 34% yield).. This data is from Reaction yield outcomes from USPTO patents with 853,638 reactions. (1) The reactants are [C:1]1([C:7]2[CH:8]=[C:9]([C:16]([OH:18])=O)[S:10][C:11]=2[C:12]([F:15])([F:14])[F:13])[CH:6]=[CH:5][CH:4]=[CH:3][CH:2]=1.CC[N:21]=[C:22]=[N:23]CCCN(C)C.[CH:30]1[CH:31]=[CH:32][C:33]2N(O)N=[N:36][C:34]=2C=1.[CH3:40]N(C=O)C. No catalyst specified. The product is [CH3:40][C:33]1[CH:34]=[N:36][CH:30]=[CH:31][C:32]=1[C:22]1[N:23]=[C:16]([C:9]2[S:10][C:11]([C:12]([F:13])([F:14])[F:15])=[C:7]([C:1]3[CH:2]=[CH:3][CH:4]=[CH:5][CH:6]=3)[CH:8]=2)[O:18][N:21]=1. The yield is 0.566. (2) The reactants are [C:1]([C:3]1[C:12]2[C:7](=[CH:8][CH:9]=[CH:10][CH:11]=2)[C:6](F)=[CH:5][CH:4]=1)#[N:2].[C:14]([C:16]1([C:22]2[CH:27]=[CH:26][CH:25]=[CH:24][CH:23]=2)[CH2:21][CH2:20][NH:19][CH2:18][CH2:17]1)#[N:15]. No catalyst specified. The product is [C:1]([C:3]1[C:12]2[C:7](=[CH:8][CH:9]=[CH:10][CH:11]=2)[C:6]([N:19]2[CH2:18][CH2:17][C:16]([C:22]3[CH:27]=[CH:26][CH:25]=[CH:24][CH:23]=3)([C:14]#[N:15])[CH2:21][CH2:20]2)=[CH:5][CH:4]=1)#[N:2]. The yield is 0.0300.